From a dataset of Catalyst prediction with 721,799 reactions and 888 catalyst types from USPTO. Predict which catalyst facilitates the given reaction. (1) Reactant: C(OC([N:8]1[CH2:13][CH2:12][CH:11]([O:14][CH2:15][C:16]2[N:20]=[C:19]([C:21]3[CH:26]=[CH:25][N:24]=[C:23]([C:27]#[N:28])[CH:22]=3)[O:18][N:17]=2)[CH2:10][CH2:9]1)=O)(C)(C)C.C[Si](I)(C)C.CO.S([O-])([O-])(=O)=S.[Na+].[Na+]. Product: [NH:8]1[CH2:13][CH2:12][CH:11]([O:14][CH2:15][C:16]2[N:20]=[C:19]([C:21]3[CH:26]=[CH:25][N:24]=[C:23]([C:27]#[N:28])[CH:22]=3)[O:18][N:17]=2)[CH2:10][CH2:9]1. The catalyst class is: 22. (2) Reactant: O[CH:2]=[C:3]1[C:11]2[C:6](=[CH:7][C:8]([C:12]([C:14]3[CH:15]=[C:16]([NH:20][C:21]([C:23]4[CH:24]=[N:25][N:26]([CH3:29])[C:27]=4[CH3:28])=[O:22])[CH:17]=[CH:18][CH:19]=3)=[O:13])=[CH:9][CH:10]=2)[NH:5][C:4]1=[O:30].[CH3:31][N:32]1[CH2:37][CH2:36][N:35]([C:38]2[CH:43]=[CH:42][C:41]([NH2:44])=[CH:40][CH:39]=2)[CH2:34][CH2:33]1. Product: [CH3:31][N:32]1[CH2:33][CH2:34][N:35]([C:38]2[CH:43]=[CH:42][C:41]([NH:44][CH:2]=[C:3]3[C:11]4[C:6](=[CH:7][C:8]([C:12]([C:14]5[CH:15]=[C:16]([NH:20][C:21]([C:23]6[CH:24]=[N:25][N:26]([CH3:29])[C:27]=6[CH3:28])=[O:22])[CH:17]=[CH:18][CH:19]=5)=[O:13])=[CH:9][CH:10]=4)[NH:5][C:4]3=[O:30])=[CH:40][CH:39]=2)[CH2:36][CH2:37]1. The catalyst class is: 1. (3) Reactant: [C:1]([N:5]1[C:9]([C:10]2[CH:15]=[CH:14][C:13]([F:16])=[CH:12][CH:11]=2)=[C:8]([C:17]2[S:18][CH:19]=[C:20]([CH:22]([CH2:26][C:27]3[CH:32]=[CH:31][CH:30]=[CH:29][CH:28]=3)[C:23]([OH:25])=O)[N:21]=2)[CH:7]=[N:6]1)([CH3:4])([CH3:3])[CH3:2].CN(C(ON1N=NC2C=CC=NC1=2)=[N+](C)C)C.F[P-](F)(F)(F)(F)F.[O:57]1[CH2:62][CH2:61][CH:60]([CH2:63][NH2:64])[CH2:59][CH2:58]1.O. Product: [C:1]([N:5]1[C:9]([C:10]2[CH:11]=[CH:12][C:13]([F:16])=[CH:14][CH:15]=2)=[C:8]([C:17]2[S:18][CH:19]=[C:20]([CH:22]([CH2:26][C:27]3[CH:28]=[CH:29][CH:30]=[CH:31][CH:32]=3)[C:23]([NH:64][CH2:63][CH:60]3[CH2:61][CH2:62][O:57][CH2:58][CH2:59]3)=[O:25])[N:21]=2)[CH:7]=[N:6]1)([CH3:4])([CH3:3])[CH3:2]. The catalyst class is: 3. (4) Reactant: Cl.[NH2:2][CH:3]([C:8]1[CH:16]=[CH:15][C:11]2[O:12][CH2:13][O:14][C:10]=2[CH:9]=1)[CH2:4][C:5]([OH:7])=[O:6].O.[C:18]1([CH2:24][C:25](Cl)=[O:26])[CH:23]=[CH:22][CH:21]=[CH:20][CH:19]=1. Product: [C:18]1([CH2:24][C:25]([NH:2][CH:3]([C:8]2[CH:16]=[CH:15][C:11]3[O:12][CH2:13][O:14][C:10]=3[CH:9]=2)[CH2:4][C:5]([OH:7])=[O:6])=[O:26])[CH:23]=[CH:22][CH:21]=[CH:20][CH:19]=1. The catalyst class is: 21. (5) Reactant: Cl.[NH2:2][O:3][CH2:4][C:5]1[CH:6]=[CH:7][C:8]([F:13])=[C:9]([CH:12]=1)[C:10]#[N:11].Cl.O.[NH:16]1[CH2:21][CH2:20][C:19](=O)[CH2:18][CH2:17]1.C([O-])(=O)C.[Na+]. Product: [F:13][C:8]1[CH:7]=[CH:6][C:5]([CH2:4][O:3][N:2]=[C:19]2[CH2:20][CH2:21][NH:16][CH2:17][CH2:18]2)=[CH:12][C:9]=1[C:10]#[N:11]. The catalyst class is: 8.